This data is from NCI-60 drug combinations with 297,098 pairs across 59 cell lines. The task is: Regression. Given two drug SMILES strings and cell line genomic features, predict the synergy score measuring deviation from expected non-interaction effect. (1) Drug 1: CCC1(CC2CC(C3=C(CCN(C2)C1)C4=CC=CC=C4N3)(C5=C(C=C6C(=C5)C78CCN9C7C(C=CC9)(C(C(C8N6C=O)(C(=O)OC)O)OC(=O)C)CC)OC)C(=O)OC)O.OS(=O)(=O)O. Drug 2: C1=NC2=C(N=C(N=C2N1C3C(C(C(O3)CO)O)F)Cl)N. Cell line: COLO 205. Synergy scores: CSS=7.53, Synergy_ZIP=-12.7, Synergy_Bliss=-12.8, Synergy_Loewe=-16.3, Synergy_HSA=-13.7. (2) Drug 1: C1C(C(OC1N2C=NC3=C(N=C(N=C32)Cl)N)CO)O. Drug 2: CC1=C(C(=CC=C1)Cl)NC(=O)C2=CN=C(S2)NC3=CC(=NC(=N3)C)N4CCN(CC4)CCO. Cell line: HS 578T. Synergy scores: CSS=21.7, Synergy_ZIP=-1.82, Synergy_Bliss=0.762, Synergy_Loewe=2.31, Synergy_HSA=2.71. (3) Drug 1: CCN(CC)CCCC(C)NC1=C2C=C(C=CC2=NC3=C1C=CC(=C3)Cl)OC. Drug 2: CC1CCCC2(C(O2)CC(NC(=O)CC(C(C(=O)C(C1O)C)(C)C)O)C(=CC3=CSC(=N3)C)C)C. Cell line: MALME-3M. Synergy scores: CSS=32.1, Synergy_ZIP=2.40, Synergy_Bliss=2.12, Synergy_Loewe=-10.9, Synergy_HSA=-1.74.